Dataset: Forward reaction prediction with 1.9M reactions from USPTO patents (1976-2016). Task: Predict the product of the given reaction. (1) Given the reactants Br[C:2]1[CH:3]=[C:4]2[C:9](=[CH:10][C:11]=1[CH:12]([F:14])[F:13])[NH:8][CH2:7][CH2:6][CH2:5]2.C([O-])([O-])=O.[K+].[K+].[CH3:21][N:22]1[CH:26]=[C:25](B2OC(C)(C)C(C)(C)O2)[CH:24]=[N:23]1, predict the reaction product. The product is: [F:13][CH:12]([F:14])[C:11]1[CH:10]=[C:9]2[C:4]([CH2:5][CH2:6][CH2:7][NH:8]2)=[CH:3][C:2]=1[C:25]1[CH:24]=[N:23][N:22]([CH3:21])[CH:26]=1. (2) Given the reactants Br[C:2]1[CH:3]=[C:4]([C:17]([O:19][CH3:20])=[O:18])[CH:5]=[C:6]([C:8]2[CH:13]=[CH:12][C:11]([CH3:14])=[CH:10][C:9]=2[C:15]#[N:16])[CH:7]=1.[B:21]1([B:21]2[O:25][C:24]([CH3:27])([CH3:26])[C:23]([CH3:29])([CH3:28])[O:22]2)[O:25][C:24]([CH3:27])([CH3:26])[C:23]([CH3:29])([CH3:28])[O:22]1.C([O-])(=O)C.[K+].ClCCl, predict the reaction product. The product is: [C:15]([C:9]1[CH:10]=[C:11]([CH3:14])[CH:12]=[CH:13][C:8]=1[C:6]1[CH:7]=[C:2]([B:21]2[O:25][C:24]([CH3:27])([CH3:26])[C:23]([CH3:29])([CH3:28])[O:22]2)[CH:3]=[C:4]([C:17]([O:19][CH3:20])=[O:18])[CH:5]=1)#[N:16]. (3) The product is: [CH3:1][O:2][C:3]1[CH:4]=[C:5]([C:9]2[C:10](=[O:27])[N:11]([CH2:24][CH2:25][Br:47])[N:12]=[C:13]([CH2:16][C:17]3[CH:22]=[CH:21][CH:20]=[CH:19][C:18]=3[F:23])[C:14]=2[CH3:15])[CH:6]=[CH:7][CH:8]=1. Given the reactants [CH3:1][O:2][C:3]1[CH:4]=[C:5]([C:9]2[C:10](=[O:27])[N:11]([CH2:24][CH2:25]O)[N:12]=[C:13]([CH2:16][C:17]3[CH:22]=[CH:21][CH:20]=[CH:19][C:18]=3[F:23])[C:14]=2[CH3:15])[CH:6]=[CH:7][CH:8]=1.C1(P(C2C=CC=CC=2)C2C=CC=CC=2)C=CC=CC=1.[Br:47]NC(=O)CCC(N)=O, predict the reaction product. (4) Given the reactants [CH3:1][C:2]1[CH:7]=[CH:6][C:5](Cl)=[CH:4][CH:3]=1.[C:9]1(B(O)O)[CH:14]=[CH:13][CH:12]=[CH:11][CH:10]=1.[F-].[Cs+], predict the reaction product. The product is: [C:9]1([C:5]2[CH:6]=[CH:7][C:2]([CH3:1])=[CH:3][CH:4]=2)[CH:14]=[CH:13][CH:12]=[CH:11][CH:10]=1. (5) Given the reactants CN(C)S([N:6]1[CH:10]=[CH:9][N:8]=[C:7]1[CH:11]([C:13]1[N:14]([CH3:30])[N:15]=[C:16]2[C:21]=1[CH:20]=[CH:19][CH:18]=[C:17]2[C:22]1[CH:27]=[CH:26][C:25]([Cl:28])=[CH:24][C:23]=1[Cl:29])[OH:12])(=O)=O.O.OS(O)(=O)=O.C([O-])(O)=O.[Na+], predict the reaction product. The product is: [Cl:29][C:23]1[CH:24]=[C:25]([Cl:28])[CH:26]=[CH:27][C:22]=1[C:17]1[C:16]2[C:21](=[C:13]([CH:11]([C:7]3[NH:6][CH:10]=[CH:9][N:8]=3)[OH:12])[N:14]([CH3:30])[N:15]=2)[CH:20]=[CH:19][CH:18]=1. (6) Given the reactants [C:1]([C:3]1[CH:4]=[C:5]([NH:9][C:10](=[O:20])[CH:11]=[CH:12][C:13]2[CH:18]=[CH:17][CH:16]=[CH:15][C:14]=2[Cl:19])[CH:6]=[CH:7][CH:8]=1)#[N:2].C(N)(=[S:23])C.Cl, predict the reaction product. The product is: [NH2:2][C:1]([C:3]1[CH:4]=[C:5]([NH:9][C:10](=[O:20])[CH:11]=[CH:12][C:13]2[CH:18]=[CH:17][CH:16]=[CH:15][C:14]=2[Cl:19])[CH:6]=[CH:7][CH:8]=1)=[S:23]. (7) Given the reactants C([Si](C)(C)[O:6][C:7]12[CH2:16][CH:11]3[CH2:12][CH:13]([CH2:15][CH:9]([C:10]3([NH:23]S(C(C)(C)C)=O)[C:17]3[CH:22]=[CH:21][CH:20]=[CH:19][CH:18]=3)[CH2:8]1)[CH2:14]2)(C)(C)C.Cl, predict the reaction product. The product is: [C:17]1([C:10]2([NH2:23])[CH:11]3[CH2:16][C:7]4([OH:6])[CH2:14][CH:13]([CH2:15][CH:9]2[CH2:8]4)[CH2:12]3)[CH:18]=[CH:19][CH:20]=[CH:21][CH:22]=1. (8) Given the reactants [OH-:1].[K+].[F:3][C:4]([F:17])([F:16])[CH2:5][CH2:6][O:7][C:8]1[CH:15]=[CH:14][C:11]([CH:12]=[O:13])=[CH:10][CH:9]=1.OO.Cl, predict the reaction product. The product is: [F:3][C:4]([F:16])([F:17])[CH2:5][CH2:6][O:7][C:8]1[CH:15]=[CH:14][C:11]([C:12]([OH:1])=[O:13])=[CH:10][CH:9]=1. (9) Given the reactants [NH:1]1[CH:5]=[C:4]([C:6]([OH:8])=O)[N:3]=[CH:2]1.Cl.CN(C)CCCN=C=NCC.C1C=CC2N(O)N=NC=2C=1.CCN(C(C)C)C(C)C.[NH2:40][C@@H:41]([CH3:57])[CH2:42][N:43]1[CH:47]=[CH:46][C:45]([C:48]2[CH:55]=[CH:54][C:51]([C:52]#[N:53])=[C:50]([Cl:56])[CH:49]=2)=[N:44]1, predict the reaction product. The product is: [Cl:56][C:50]1[CH:49]=[C:48]([C:45]2[CH:46]=[CH:47][N:43]([CH2:42][C@@H:41]([NH:40][C:6]([C:4]3[N:3]=[CH:2][NH:1][CH:5]=3)=[O:8])[CH3:57])[N:44]=2)[CH:55]=[CH:54][C:51]=1[C:52]#[N:53].